Dataset: Catalyst prediction with 721,799 reactions and 888 catalyst types from USPTO. Task: Predict which catalyst facilitates the given reaction. (1) Reactant: [C:1]([O:5][C:6](=[O:38])[NH:7][C:8]1([C:12]2[CH:17]=[CH:16][C:15]([C:18]3[C:19]([C:32]4[CH:37]=[CH:36][CH:35]=[CH:34][CH:33]=4)=[CH:20][C:21]4[N:26]5[C:27](=[O:30])[NH:28][N:29]=[C:25]5[CH2:24][O:23][C:22]=4[N:31]=3)=[CH:14][CH:13]=2)[CH2:11][CH2:10][CH2:9]1)([CH3:4])([CH3:3])[CH3:2].C(=O)([O-])[O-].[K+].[K+].Br[CH2:46][C:47]([F:50])([F:49])[F:48].O. Product: [C:1]([O:5][C:6](=[O:38])[NH:7][C:8]1([C:12]2[CH:13]=[CH:14][C:15]([C:18]3[C:19]([C:32]4[CH:37]=[CH:36][CH:35]=[CH:34][CH:33]=4)=[CH:20][C:21]4[N:26]5[C:27](=[O:30])[N:28]([CH2:46][C:47]([F:50])([F:49])[F:48])[N:29]=[C:25]5[CH2:24][O:23][C:22]=4[N:31]=3)=[CH:16][CH:17]=2)[CH2:11][CH2:10][CH2:9]1)([CH3:4])([CH3:2])[CH3:3]. The catalyst class is: 3. (2) Reactant: [NH:1]1[C:5]2[CH:6]=[CH:7][CH:8]=[CH:9][C:4]=2[N:3]=[C:2]1[S:10][CH2:11][C:12]1[CH:17]=[C:16]([CH3:18])[CH:15]=[CH:14][C:13]=1[NH2:19].C(Cl)(Cl)Cl.C([O:26]CC)C. Product: [NH:1]1[C:5]2[CH:6]=[CH:7][CH:8]=[CH:9][C:4]=2[N:3]=[C:2]1[S:10]([CH2:11][C:12]1[CH:17]=[C:16]([CH3:18])[CH:15]=[CH:14][C:13]=1[NH2:19])=[O:26]. The catalyst class is: 26. (3) Reactant: C(O)(=O)C.C(O)C.[N:8]1[CH:13]=[CH:12][CH:11]=[CH:10][C:9]=1[CH2:14][NH:15][C:16](=[O:43])[C:17]1[CH:22]=[CH:21][C:20]([NH:23][C:24](=O)[CH3:25])=[C:19]([NH:27][CH2:28][C:29]2[CH:34]=[CH:33][C:32]([O:35][CH2:36][C:37]3[CH:42]=[CH:41][CH:40]=[CH:39][CH:38]=3)=[CH:31][CH:30]=2)[CH:18]=1.C(OCC)(=O)C. Product: [CH2:36]([O:35][C:32]1[CH:33]=[CH:34][C:29]([CH2:28][N:27]2[C:19]3[CH:18]=[C:17]([C:16](=[O:43])[NH:15][CH2:14][C:9]4[CH:10]=[CH:11][CH:12]=[CH:13][N:8]=4)[CH:22]=[CH:21][C:20]=3[N:23]=[C:24]2[CH3:25])=[CH:30][CH:31]=1)[C:37]1[CH:42]=[CH:41][CH:40]=[CH:39][CH:38]=1. The catalyst class is: 28.